Task: Regression. Given a peptide amino acid sequence and an MHC pseudo amino acid sequence, predict their binding affinity value. This is MHC class II binding data.. Dataset: Peptide-MHC class II binding affinity with 134,281 pairs from IEDB The binding affinity (normalized) is 0.168. The peptide sequence is EITGIMKDFDEPGHL. The MHC is DRB1_0701 with pseudo-sequence DRB1_0701.